Dataset: Peptide-MHC class II binding affinity with 134,281 pairs from IEDB. Task: Regression. Given a peptide amino acid sequence and an MHC pseudo amino acid sequence, predict their binding affinity value. This is MHC class II binding data. (1) The peptide sequence is DVCGMFTNRSGSQQW. The MHC is HLA-DQA10301-DQB10302 with pseudo-sequence HLA-DQA10301-DQB10302. The binding affinity (normalized) is 0. (2) The peptide sequence is KEYSHCAWTIVRVEI. The MHC is DRB5_0101 with pseudo-sequence DRB5_0101. The binding affinity (normalized) is 0.232. (3) The peptide sequence is DVSGVQAPVGAITTI. The MHC is HLA-DPA10103-DPB10301 with pseudo-sequence HLA-DPA10103-DPB10301. The binding affinity (normalized) is 0. (4) The peptide sequence is QQGVTVDSIGML. The MHC is DRB1_1101 with pseudo-sequence DRB1_1101. The binding affinity (normalized) is 0. (5) The peptide sequence is FARIETAFANLYPGE. The MHC is DRB1_0405 with pseudo-sequence DRB1_0405. The binding affinity (normalized) is 0.910.